Predict the reaction yield, written as a fraction of the theoretical maximum amount of product (1.0 means a 100% yield; for example, 0.34 means a 34% yield). From a dataset of Reaction yield outcomes from USPTO patents with 853,638 reactions. (1) The reactants are [CH:1](=[O:13])[C:2]1[CH:12]=[C:9]([O:10][CH3:11])[C:7]([OH:8])=[C:4]([O:5][CH3:6])[CH:3]=1.C(=O)([O-])[O-].[K+].[K+].[CH2:20](Br)[C:21]1[CH:26]=[CH:25][CH:24]=[CH:23][CH:22]=1. The catalyst is CN(C=O)C. The product is [CH2:20]([O:8][C:7]1[C:9]([O:10][CH3:11])=[CH:12][C:2]([CH:1]=[O:13])=[CH:3][C:4]=1[O:5][CH3:6])[C:21]1[CH:26]=[CH:25][CH:24]=[CH:23][CH:22]=1. The yield is 0.992. (2) The reactants are [CH:1]1(Br)[CH2:5][CH2:4][CH2:3][CH2:2]1.C1([Mg]Br)CCCC1.[Si:14]([O:21][CH2:22][C@@H:23]([NH:26][C:27](=[O:33])[O:28][C:29]([CH3:32])([CH3:31])[CH3:30])[CH2:24]O)([C:17]([CH3:20])([CH3:19])[CH3:18])([CH3:16])[CH3:15]. The catalyst is C1COCC1.CCOCC. The product is [Si:14]([O:21][CH2:22][C@@H:23]([NH:26][C:27](=[O:33])[O:28][C:29]([CH3:32])([CH3:31])[CH3:30])[CH2:24][CH:1]1[CH2:5][CH2:4][CH2:3][CH2:2]1)([C:17]([CH3:20])([CH3:18])[CH3:19])([CH3:16])[CH3:15]. The yield is 0.810. (3) The reactants are Br[C:2]1[CH:7]=[CH:6][C:5]([C:8]([NH:10][CH2:11][C:12]([CH3:15])([CH3:14])[CH3:13])=[O:9])=[CH:4][C:3]=1[NH:16]C(=O)OCC1C=CC=CC=1.[CH:27]1([NH:30][C:31](=[O:49])[C:32]2[CH:37]=[C:36](B3OC(C)(C)C(C)(C)O3)[C:35]([CH3:47])=[C:34]([F:48])[CH:33]=2)[CH2:29][CH2:28]1.C(=O)([O-])[O-].[K+].[K+]. The product is [NH2:16][C:3]1[CH:4]=[C:5]([C:8]([NH:10][CH2:11][C:12]([CH3:13])([CH3:14])[CH3:15])=[O:9])[CH:6]=[CH:7][C:2]=1[C:36]1[C:35]([CH3:47])=[C:34]([F:48])[CH:33]=[C:32]([C:31]([NH:30][CH:27]2[CH2:29][CH2:28]2)=[O:49])[CH:37]=1. The yield is 0.520. The catalyst is O.O1CCOCC1.C1C=CC([P]([Pd]([P](C2C=CC=CC=2)(C2C=CC=CC=2)C2C=CC=CC=2)([P](C2C=CC=CC=2)(C2C=CC=CC=2)C2C=CC=CC=2)[P](C2C=CC=CC=2)(C2C=CC=CC=2)C2C=CC=CC=2)(C2C=CC=CC=2)C2C=CC=CC=2)=CC=1. (4) The reactants are [Cl:1][C:2]1[N:7]=[C:6]([OH:8])[CH:5]=[CH:4][CH:3]=1.C([O-])([O-])=O.[K+].[K+].Br[CH2:16][CH:17]1[CH2:19][CH2:18]1. The catalyst is CN(C=O)C. The product is [Cl:1][C:2]1[CH:3]=[CH:4][CH:5]=[C:6]([O:8][CH2:16][CH:17]2[CH2:19][CH2:18]2)[N:7]=1. The yield is 0.450. (5) The reactants are [CH2:1]([NH:3][CH2:4][CH2:5][NH2:6])[CH3:2].C(N(CC)CC)C.[N+:14]([C:17]1[CH:25]=[CH:24][C:20]([C:21](Cl)=[O:22])=[CH:19][CH:18]=1)([O-:16])=[O:15]. The catalyst is C(OCC)C. The product is [CH2:1]([NH:3][CH2:4][CH2:5][NH:6][C:21](=[O:22])[C:20]1[CH:19]=[CH:18][C:17]([N+:14]([O-:16])=[O:15])=[CH:25][CH:24]=1)[CH3:2]. The yield is 0.390.